This data is from Reaction yield outcomes from USPTO patents with 853,638 reactions. The task is: Predict the reaction yield, written as a fraction of the theoretical maximum amount of product (1.0 means a 100% yield; for example, 0.34 means a 34% yield). (1) The reactants are C(OC([N:8]1[CH2:11][C:10]([O:13][C:14]2[CH:19]=[C:18]([Br:20])[CH:17]=[CH:16][C:15]=2[O:21][CH2:22][CH2:23][C:24]2[CH:29]=[CH:28][CH:27]=[CH:26][CH:25]=2)([CH3:12])[CH2:9]1)=O)(C)(C)C.C(O)(C(F)(F)F)=O. The catalyst is C(Cl)Cl. The product is [Br:20][C:18]1[CH:17]=[CH:16][C:15]([O:21][CH2:22][CH2:23][C:24]2[CH:25]=[CH:26][CH:27]=[CH:28][CH:29]=2)=[C:14]([CH:19]=1)[O:13][C:10]1([CH3:12])[CH2:11][NH:8][CH2:9]1. The yield is 0.770. (2) The yield is 0.750. The reactants are [CH3:1][C:2]1[CH:3]=[C:4]([CH:7]=[CH:8][C:9]=1[O:10][CH2:11][CH2:12][CH2:13][N:14]1[CH2:19][CH2:18][N:17]([CH3:20])[CH2:16][CH2:15]1)[CH:5]=O.[CH3:21][C:22]1[C:27]([CH3:28])=[CH:26][CH:25]=[C:24]([NH2:29])[C:23]=1[NH2:30]. No catalyst specified. The product is [CH3:21][C:22]1[C:23]2[N:30]=[C:5]([C:4]3[CH:7]=[CH:8][C:9]([O:10][CH2:11][CH2:12][CH2:13][N:14]4[CH2:19][CH2:18][N:17]([CH3:20])[CH2:16][CH2:15]4)=[C:2]([CH3:1])[CH:3]=3)[NH:29][C:24]=2[CH:25]=[CH:26][C:27]=1[CH3:28]. (3) The reactants are Cl[C:2]1[CH:7]=[C:6]([C:8]2[CH:9]=[C:10]([CH:12]=[CH:13][C:14]=2[CH3:15])[NH2:11])[CH:5]=[C:4]([N:16]2[CH2:21][CH2:20][O:19][CH2:18][CH2:17]2)[N:3]=1.[O:22]1[CH2:27][CH:26]=[C:25](B2OC(C)(C)C(C)(C)O2)[CH2:24][CH2:23]1. The catalyst is COCCOC.C(=O)([O-])[O-].[Na+].[Na+].C1C=CC(P(C2C=CC=CC=2)[C-]2C=CC=C2)=CC=1.C1C=CC(P(C2C=CC=CC=2)[C-]2C=CC=C2)=CC=1.Cl[Pd]Cl.[Fe+2].C(Cl)Cl. The product is [O:22]1[CH2:23][CH:24]=[C:25]([C:2]2[CH:7]=[C:6]([C:8]3[CH:9]=[C:10]([CH:12]=[CH:13][C:14]=3[CH3:15])[NH2:11])[CH:5]=[C:4]([N:16]3[CH2:21][CH2:20][O:19][CH2:18][CH2:17]3)[N:3]=2)[CH2:26][CH2:27]1. The yield is 0.690. (4) The reactants are [Br:1][C:2]1[CH:3]=[C:4]([CH:27]=[CH:28][CH:29]=1)[CH2:5][N:6]1[C:14]2[C:13](=[O:15])[NH:12][C:11](=[O:16])[N:10]([CH3:17])[C:9]=2[N:8]=[C:7]1[S:18][CH:19]([CH2:25][CH3:26])[C:20]([O:22][CH2:23][CH3:24])=[O:21].C(=O)([O-])[O-].[K+].[K+].Br[CH2:37][CH2:38][O:39][CH3:40].O. The catalyst is CN(C=O)C. The product is [Br:1][C:2]1[CH:3]=[C:4]([CH:27]=[CH:28][CH:29]=1)[CH2:5][N:6]1[C:14]2[C:13](=[O:15])[N:12]([CH2:37][CH2:38][O:39][CH3:40])[C:11](=[O:16])[N:10]([CH3:17])[C:9]=2[N:8]=[C:7]1[S:18][CH:19]([CH2:25][CH3:26])[C:20]([O:22][CH2:23][CH3:24])=[O:21]. The yield is 0.560. (5) The reactants are Br[CH:2]([C:4](=[O:7])[CH2:5][CH3:6])[CH3:3].[C:8]1(=[O:18])[NH:12][C:11](=[O:13])[C:10]2=[CH:14][CH:15]=[CH:16][CH:17]=[C:9]12.[K].C(OCC)(=O)C. The catalyst is CN(C=O)C. The product is [CH3:3][CH:2]([N:12]1[C:8](=[O:18])[C:9]2[C:10](=[CH:14][CH:15]=[CH:16][CH:17]=2)[C:11]1=[O:13])[C:4](=[O:7])[CH2:5][CH3:6]. The yield is 0.790. (6) The yield is 0.364. The catalyst is C(OCC)(=O)C. The reactants are [F:1][C:2]1[CH:7]=[C:6]([F:8])[CH:5]=[CH:4][C:3]=1[CH:9]1[CH2:13][CH2:12][CH2:11][C:10]1=[O:14].[C:15](Cl)([N:17]=[C:18]=[O:19])=[O:16].C1(C)C=CC=CC=1. The product is [F:1][C:2]1[CH:7]=[C:6]([F:8])[CH:5]=[CH:4][C:3]=1[CH:9]1[C:10]2[O:14][C:18](=[O:19])[NH:17][C:15](=[O:16])[C:11]=2[CH2:12][CH2:13]1. (7) The reactants are C([O:8][C:9](=[O:25])[C:10]1[C:15]([Cl:16])=[CH:14][CH:13]=[C:12]([NH:17][S:18]([CH2:21][CH2:22][CH3:23])(=[O:20])=[O:19])[C:11]=1[F:24])C1C=CC=CC=1.[OH-].[K+].O.Cl. The catalyst is O1CCCC1. The product is [Cl:16][C:15]1[C:10]([C:9]([OH:25])=[O:8])=[C:11]([F:24])[C:12]([NH:17][S:18]([CH2:21][CH2:22][CH3:23])(=[O:19])=[O:20])=[CH:13][CH:14]=1. The yield is 0.858. (8) The reactants are O1CCCCC1[N:7]1[C:15]2[C:10](=[CH:11][C:12]([C:16]([NH2:18])=[O:17])=[CH:13][CH:14]=2)[C:9]([C:19]2[CH:24]=[CH:23][CH:22]=[C:21]([NH:25][C:26]([C:28]3[CH:29]=[N:30][CH:31]=[CH:32][CH:33]=3)=[O:27])[CH:20]=2)=[N:8]1.OO.[OH-].[Na+].O. The catalyst is C(O)C. The product is [N:30]1[CH:31]=[CH:32][CH:33]=[C:28]([C:26]([NH:25][C:21]2[CH:20]=[C:19]([C:9]3[C:10]4[C:15](=[CH:14][CH:13]=[C:12]([C:16]([NH2:18])=[O:17])[CH:11]=4)[NH:7][N:8]=3)[CH:24]=[CH:23][CH:22]=2)=[O:27])[CH:29]=1. The yield is 0.300.